Task: Predict the reactants needed to synthesize the given product.. Dataset: Full USPTO retrosynthesis dataset with 1.9M reactions from patents (1976-2016) (1) Given the product [CH:1]1([CH2:4][N:5]([C:15]2[CH:20]=[CH:19][CH:18]=[CH:17][C:16]=2[C:21]([OH:26])([C:55]([F:62])([F:61])[C:54]([F:64])([F:63])[F:53])[C:48]#[C:49][C:41]2[CH:40]=[CH:39][C:38]([S:35]([CH3:65])(=[O:36])=[O:37])=[CH:43][CH:42]=2)[S:6]([C:9]2[CH:14]=[CH:13][CH:12]=[CH:11][CH:10]=2)(=[O:8])=[O:7])[CH2:3][CH2:2]1, predict the reactants needed to synthesize it. The reactants are: [CH:1]1([CH2:4][N:5]([C:15]2[CH:20]=[CH:19][CH:18]=[CH:17][C:16]=2[C:21](=[O:26])C(F)(F)F)[S:6]([C:9]2[CH:14]=[CH:13][CH:12]=[CH:11][CH:10]=2)(=[O:8])=[O:7])[CH2:3][CH2:2]1.BrC1C=CC=CC=1N(CC1CC1)[S:35]([C:38]1[CH:43]=[CH:42][CH:41]=[CH:40][CH:39]=1)(=[O:37])=[O:36].[C:48]([Li])(C)(C)[CH3:49].[F:53][C:54]([F:64])([F:63])[C:55]([F:62])([F:61])C(OCC)=O.[CH2:65]1COCC1. (2) Given the product [N:20]1[C:10]2[C:9]3[NH:8][C:24]4[C:23]([C:15]=3[CH2:14][C:13](=[O:16])[NH:12][C:11]=2[CH:17]=[CH:18][CH:19]=1)=[CH:11][CH:10]=[CH:9][CH:15]=4, predict the reactants needed to synthesize it. The reactants are: C1(N[N:8]=[C:9]2[CH2:15][CH2:14][C:13](=[O:16])[NH:12][C:11]3[CH:17]=[CH:18][CH:19]=[N:20][C:10]2=3)C=CC=CC=1.[K+].[Br-].[C:23](#N)[CH3:24].O. (3) The reactants are: N(C(OC(C)C)=O)=NC(OC(C)C)=O.C1(P(C2C=CC=CC=2)C2C=CC=CC=2)C=CC=CC=1.O[CH2:35][C@@H:36]([NH:39][C:40](=[O:46])[O:41][C:42]([CH3:45])([CH3:44])[CH3:43])[CH:37]=[CH2:38].[Cl:47][C:48]1[C:49]2[C:56]([I:57])=[CH:55][NH:54][C:50]=2[N:51]=[CH:52][N:53]=1. Given the product [Cl:47][C:48]1[C:49]2[C:56]([I:57])=[CH:55][N:54]([CH2:35][C@@H:36]([NH:39][C:40](=[O:46])[O:41][C:42]([CH3:45])([CH3:44])[CH3:43])[CH:37]=[CH2:38])[C:50]=2[N:51]=[CH:52][N:53]=1, predict the reactants needed to synthesize it. (4) Given the product [CH2:1]([S:11][Cl:15])[CH2:2][CH2:3][CH2:4][CH2:5][CH2:6][CH2:7][CH2:8][CH2:9][CH3:10], predict the reactants needed to synthesize it. The reactants are: [CH2:1]([SH:11])[CH2:2][CH2:3][CH2:4][CH2:5][CH2:6][CH2:7][CH2:8][CH2:9][CH3:10].S(Cl)([Cl:15])(=O)=O. (5) The reactants are: [Cl:1][C:2]1[CH:3]=[C:4]([CH:9]=[CH:10][N:11]=1)[C:5]([NH:7][CH3:8])=[O:6].[C:12]([O:16][C:17]([N:19]1[CH2:24]CN[CH2:21][CH2:20]1)=[O:18])([CH3:15])([CH3:14])[CH3:13].C(Cl)CCl.C1C=CC2N(O)N=NC=2C=1.CCN(CC)CC. Given the product [Cl:1][C:2]1[CH:3]=[C:4]([CH:9]=[CH:10][N:11]=1)[C:5]([N:7]1[CH2:21][CH2:20][N:19]([C:17]([O:16][C:12]([CH3:13])([CH3:15])[CH3:14])=[O:18])[CH2:24][CH2:8]1)=[O:6], predict the reactants needed to synthesize it. (6) Given the product [F:24][C:25]1[CH:41]=[C:40]([F:42])[CH:39]=[CH:38][C:26]=1[CH2:27][N:28]1[C:36]2[C:31](=[C:32]([NH:37][C:15]([C:12]3[N:9]4[CH:10]=[CH:11][C:6]([O:5][CH2:4][CH2:3][O:2][CH3:1])=[CH:7][C:8]4=[N:14][CH:13]=3)=[O:17])[CH:33]=[CH:34][CH:35]=2)[CH:30]=[N:29]1, predict the reactants needed to synthesize it. The reactants are: [CH3:1][O:2][CH2:3][CH2:4][O:5][C:6]1[CH:11]=[CH:10][N:9]2[C:12]([C:15]([OH:17])=O)=[CH:13][N:14]=[C:8]2[CH:7]=1.C(Cl)(=O)C(Cl)=O.[F:24][C:25]1[CH:41]=[C:40]([F:42])[CH:39]=[CH:38][C:26]=1[CH2:27][N:28]1[C:36]2[CH:35]=[CH:34][CH:33]=[C:32]([NH2:37])[C:31]=2[CH:30]=[N:29]1.C(N(C(C)C)CC)(C)C.